The task is: Predict which catalyst facilitates the given reaction.. This data is from Catalyst prediction with 721,799 reactions and 888 catalyst types from USPTO. (1) The catalyst class is: 12. Product: [S:34]([OH:37])([OH:36])(=[O:35])=[O:33].[N:1]1([C:10](=[O:32])/[CH:11]=[CH:12]/[C@@H:13]([NH:16][C:17]([C@@H:19]2[CH2:24][CH2:23][CH2:22][CH2:21][NH:20]2)=[O:18])[CH2:14][CH3:15])[C:9]2[C:4](=[CH:5][CH:6]=[CH:7][CH:8]=2)[CH2:3][CH2:2]1. Reactant: [N:1]1([C:10](=[O:32])/[CH:11]=[CH:12]/[C@@H:13]([NH:16][C:17]([C@@H:19]2[CH2:24][CH2:23][CH2:22][CH2:21][N:20]2C(OC(C)(C)C)=O)=[O:18])[CH2:14][CH3:15])[C:9]2[C:4](=[CH:5][CH:6]=[CH:7][CH:8]=2)[CH2:3][CH2:2]1.[OH:33][S:34]([OH:37])(=[O:36])=[O:35]. (2) Reactant: [CH3:1][C:2]1[CH:9]=[CH:8][C:5]([C:6]#[N:7])=[CH:4][CH:3]=1.[N+:10]([O-])([OH:12])=[O:11]. Product: [CH3:1][C:2]1[CH:9]=[CH:8][C:5]([C:6]#[N:7])=[CH:4][C:3]=1[N+:10]([O-:12])=[O:11]. The catalyst class is: 82. (3) Reactant: [OH:1][CH2:2][C@:3]([C:6]1[CH:24]=[CH:23][C:9]([C:10]([NH:12][C:13]2[N:18]=[CH:17][C:16]3[CH:19]=[CH:20][N:21]([CH3:22])[C:15]=3[CH:14]=2)=[O:11])=[CH:8][CH:7]=1)([OH:5])[CH3:4].C1C(=O)N([Cl:32])C(=O)C1. Product: [Cl:32][C:19]1[C:16]2[CH:17]=[N:18][C:13]([NH:12][C:10](=[O:11])[C:9]3[CH:23]=[CH:24][C:6]([C@@:3]([OH:5])([CH3:4])[CH2:2][OH:1])=[CH:7][CH:8]=3)=[CH:14][C:15]=2[N:21]([CH3:22])[CH:20]=1. The catalyst class is: 3. (4) Reactant: [CH2:1]([C:4]1[CH:5]=[C:6]([C:11]2[CH:16]=[C:15]([CH2:17][CH2:18][CH3:19])[CH:14]=[CH:13][C:12]=2[O:20][CH3:21])[CH:7]=[CH:8][C:9]=1[OH:10])[CH:2]=[CH2:3].B(Br)(Br)[Br:23]. Product: [CH2:1]([C:4]1[CH:5]=[C:6]([C:11]2[C:12]([OH:20])=[CH:13][CH:14]=[C:15]([CH2:17][CH2:18][CH3:19])[CH:16]=2)[CH:7]=[CH:8][C:9]=1[OH:10])[CH:2]=[CH2:3].[Br:23][C:11]1[CH:16]=[C:15]([CH2:17][CH:18]=[CH2:19])[CH:14]=[CH:13][C:12]=1[O:20][CH3:21]. The catalyst class is: 521. (5) Reactant: [NH2:1][CH2:2][C@@H:3]1[O:7][C:6](=[O:8])[N:5]([C:9]2[CH:14]=[CH:13][C:12]([N:15]3[CH2:20][CH2:19][CH:18]([N:21]4[N:25]=[N:24][CH:23]=[N:22]4)[CH2:17][CH2:16]3)=[C:11]([F:26])[CH:10]=2)[CH2:4]1.C(N(CC)CC)C.Cl[C:35]([O:37][CH2:38][CH3:39])=[O:36]. Product: [CH2:38]([O:37][C:35](=[O:36])[NH:1][CH2:2][C@@H:3]1[O:7][C:6](=[O:8])[N:5]([C:9]2[CH:14]=[CH:13][C:12]([N:15]3[CH2:20][CH2:19][CH:18]([N:21]4[N:25]=[N:24][CH:23]=[N:22]4)[CH2:17][CH2:16]3)=[C:11]([F:26])[CH:10]=2)[CH2:4]1)[CH3:39]. The catalyst class is: 4. (6) Reactant: [F:1][C@H:2]1[C@H:7]([C:8]2[CH:13]=[CH:12][C:11]([OH:14])=[CH:10][CH:9]=2)[CH2:6][CH2:5][N:4]([C@@H:15]2[CH2:19][CH2:18][N:17]([CH2:20][C:21]3[CH:26]=[CH:25][C:24]([CH3:27])=[CH:23][CH:22]=3)[C:16]2=[O:28])[CH2:3]1.[C:29]([O:33][C:34]([NH:36][C@@H:37]([CH3:41])[C:38](O)=[O:39])=[O:35])([CH3:32])([CH3:31])[CH3:30].C1CCC(N=C=NC2CCCCC2)CC1.O. Product: [C:29]([O:33][C:34]([NH:36][C@@H:37]([CH3:41])[C:38]([O:14][C:11]1[CH:12]=[CH:13][C:8]([C@@H:7]2[CH2:6][CH2:5][N:4]([C@@H:15]3[CH2:19][CH2:18][N:17]([CH2:20][C:21]4[CH:22]=[CH:23][C:24]([CH3:27])=[CH:25][CH:26]=4)[C:16]3=[O:28])[CH2:3][C@H:2]2[F:1])=[CH:9][CH:10]=1)=[O:39])=[O:35])([CH3:32])([CH3:31])[CH3:30]. The catalyst class is: 64. (7) Reactant: [C:1]([C:5]1[CH:6]=[CH:7][C:8]2[O:12][C:11]([C:13]3[CH:14]=[C:15]([CH:27]=[C:28]([N+:30]([O-:32])=[O:31])[CH:29]=3)[C:16]([NH:18][C:19]3[CH:24]=[CH:23][CH:22]=[C:21]([Cl:25])[C:20]=3[CH3:26])=[O:17])=[N:10][C:9]=2[CH:33]=1)([CH3:4])([CH3:3])[CH3:2].[CH3:34]I.[H-].[Na+].Cl. Product: [C:1]([C:5]1[CH:6]=[CH:7][C:8]2[O:12][C:11]([C:13]3[CH:14]=[C:15]([CH:27]=[C:28]([N+:30]([O-:32])=[O:31])[CH:29]=3)[C:16]([N:18]([C:19]3[CH:24]=[CH:23][CH:22]=[C:21]([Cl:25])[C:20]=3[CH3:26])[CH3:34])=[O:17])=[N:10][C:9]=2[CH:33]=1)([CH3:4])([CH3:2])[CH3:3]. The catalyst class is: 3. (8) Reactant: [CH3:1][C:2]([Si:5]([CH3:23])([CH3:22])[O:6][C@H:7]1[CH2:12][NH:11][CH2:10][C@@H:9]([CH2:13][NH:14][C:15](=[O:21])[O:16][C:17]([CH3:20])([CH3:19])[CH3:18])[CH2:8]1)([CH3:4])[CH3:3].[F:24][C:25]1[CH:34]=[C:33]2[C:28]([CH:29]=[CH:30][C:31](=[O:38])[N:32]2[CH2:35][CH:36]=O)=[CH:27][CH:26]=1.[BH-](OC(C)=O)(OC(C)=O)OC(C)=O.[Na+]. Product: [CH3:4][C:2]([Si:5]([CH3:23])([CH3:22])[O:6][C@H:7]1[CH2:12][N:11]([CH2:36][CH2:35][N:32]2[C:33]3[C:28](=[CH:27][CH:26]=[C:25]([F:24])[CH:34]=3)[CH:29]=[CH:30][C:31]2=[O:38])[CH2:10][C@@H:9]([CH2:13][NH:14][C:15](=[O:21])[O:16][C:17]([CH3:20])([CH3:19])[CH3:18])[CH2:8]1)([CH3:1])[CH3:3]. The catalyst class is: 254. (9) Reactant: [O-]S(S([O-])=O)=O.[Na+].[Na+].[Cl:9][C:10]1[C:19]([N+:20]([O-])=O)=[C:18]([NH:23][CH2:24][CH2:25][NH:26][C:27](=[O:33])[O:28][C:29]([CH3:32])([CH3:31])[CH3:30])[C:17]2[C:12](=[CH:13][CH:14]=[CH:15][CH:16]=2)[N:11]=1. Product: [NH2:20][C:19]1[C:10]([Cl:9])=[N:11][C:12]2[C:17]([C:18]=1[NH:23][CH2:24][CH2:25][NH:26][C:27](=[O:33])[O:28][C:29]([CH3:30])([CH3:31])[CH3:32])=[CH:16][CH:15]=[CH:14][CH:13]=2. The catalyst class is: 6. (10) Reactant: [NH2:1][C:2]1[C:3]([N:17]([CH:22]2[CH2:27][CH2:26][CH2:25][CH2:24][CH2:23]2)[CH2:18][CH:19]([CH3:21])[CH3:20])=[CH:4][C:5]([F:16])=[C:6]([C@H:8]2[CH2:10][C@H:9]2[C:11]([O:13]CC)=[O:12])[CH:7]=1.[Li+].[OH-].Cl. Product: [NH2:1][C:2]1[C:3]([N:17]([CH:22]2[CH2:23][CH2:24][CH2:25][CH2:26][CH2:27]2)[CH2:18][CH:19]([CH3:21])[CH3:20])=[CH:4][C:5]([F:16])=[C:6]([C@H:8]2[CH2:10][C@H:9]2[C:11]([OH:13])=[O:12])[CH:7]=1. The catalyst class is: 36.